From a dataset of CYP2C19 inhibition data for predicting drug metabolism from PubChem BioAssay. Regression/Classification. Given a drug SMILES string, predict its absorption, distribution, metabolism, or excretion properties. Task type varies by dataset: regression for continuous measurements (e.g., permeability, clearance, half-life) or binary classification for categorical outcomes (e.g., BBB penetration, CYP inhibition). Dataset: cyp2c19_veith. (1) The drug is NC(=O)NCCS[C@H]1CCCC[C@@H]1O. The result is 0 (non-inhibitor). (2) The compound is COc1cc([C@H]2c3cc4c(cc3[C@@H](O[C@@H]3O[C@H]5CO[C@@H](C)O[C@]5(O)C[C@H]3O)[C@@H]3COC(=O)[C@H]23)OCO4)cc(OC)c1O. The result is 0 (non-inhibitor).